Task: Regression/Classification. Given a drug SMILES string, predict its absorption, distribution, metabolism, or excretion properties. Task type varies by dataset: regression for continuous measurements (e.g., permeability, clearance, half-life) or binary classification for categorical outcomes (e.g., BBB penetration, CYP inhibition). Dataset: cyp2c19_veith.. Dataset: CYP2C19 inhibition data for predicting drug metabolism from PubChem BioAssay The result is 0 (non-inhibitor). The compound is C[C@@H](N)Cc1cnc[nH]1.